This data is from Forward reaction prediction with 1.9M reactions from USPTO patents (1976-2016). The task is: Predict the product of the given reaction. (1) Given the reactants [NH2:1][C:2]1[CH:3]=[CH:4][N:5]([CH3:27])[C:6]2[C:7]=1[CH:8]=[N:9][C:10]1[N:19]([C:20]3[CH:25]=[CH:24][C:23]([F:26])=[CH:22][CH:21]=3)[CH2:18][CH:17]=[C:12]3[NH:13][C:14](=[O:16])[C:15]=2[C:11]=13.C(N(CC)C(C)C)(C)C.CN(C(ON1N=NC2C=CC=NC1=2)=[N+](C)C)C.F[P-](F)(F)(F)(F)F.[CH3:61][N:62]1[CH:66]=[C:65]([CH2:67][C:68](O)=[O:69])[CH:64]=[N:63]1, predict the reaction product. The product is: [F:26][C:23]1[CH:24]=[CH:25][C:20]([N:19]2[C:10]3=[C:11]4[C:15](=[C:6]5[N:5]([CH3:27])[CH:4]=[CH:3][C:2]([NH:1][C:68](=[O:69])[CH2:67][C:65]6[CH:64]=[N:63][N:62]([CH3:61])[CH:66]=6)=[C:7]5[CH:8]=[N:9]3)[C:14](=[O:16])[NH:13][C:12]4=[CH:17][CH2:18]2)=[CH:21][CH:22]=1. (2) Given the reactants [C:1]([OH:12])(=O)/[CH:2]=[C:3](/[CH2:5][CH2:6][CH:7]=[C:8]([CH3:10])[CH3:9])\[CH3:4].C([N:15]([CH2:18][CH3:19])CC)C.ClC(OCC(C)C)=[O:22].Cl.OC1[O:38][C@H:37]([CH2:39][OH:40])[C@H:35]([OH:36])[C@H:33]([OH:34])[C@H]1N, predict the reaction product. The product is: [CH:18]1([NH:15][C:1](=[O:12])/[CH:2]=[C:3](/[CH2:5][CH2:6][CH:7]=[C:8]([CH3:9])[CH3:10])\[CH3:4])[O:38][C@H:37]([CH2:39][OH:40])[C@H:35]([OH:36])[C@H:33]([OH:34])[C@H:19]1[OH:22]. (3) Given the reactants [F:1][C:2]([F:30])([F:29])[C:3]1[CH:4]=[C:5]([C@H:13]2[O:17][C:16](=[O:18])[N:15]([CH2:19][C:20]3[CH:25]=[C:24]([F:26])[CH:23]=[CH:22][C:21]=3Br)[C@H:14]2[CH3:28])[CH:6]=[C:7]([C:9]([F:12])([F:11])[F:10])[CH:8]=1.[Br:31][C:32]1[CH:33]=[CH:34][C:35]([O:41][CH3:42])=[C:36](B(O)O)[CH:37]=1.C(=O)([O-])[O-].[Na+].[Na+].C1(C)C=CC=CC=1, predict the reaction product. The product is: [F:10][C:9]([F:11])([F:12])[C:7]1[CH:6]=[C:5]([C@H:13]2[O:17][C:16](=[O:18])[N:15]([CH2:19][C:20]3[CH:25]=[C:24]([F:26])[CH:23]=[CH:22][C:21]=3[C:34]3[CH:33]=[C:32]([Br:31])[CH:37]=[CH:36][C:35]=3[O:41][CH3:42])[C@H:14]2[CH3:28])[CH:4]=[C:3]([C:2]([F:29])([F:30])[F:1])[CH:8]=1. (4) Given the reactants F[C:2]1[N:7]=[CH:6][C:5]([C@H:8]2[CH2:14][C@H:13]3[NH:15][C@@H:9]2[CH2:10][CH2:11][CH2:12]3)=[CH:4][CH:3]=1.[CH3:16][NH:17][CH3:18], predict the reaction product. The product is: [C@H:13]12[NH:15][C@H:9]([C@H:8]([C:5]3[CH:4]=[CH:3][C:2]([N:17]([CH3:18])[CH3:16])=[N:7][CH:6]=3)[CH2:14]1)[CH2:10][CH2:11][CH2:12]2. (5) Given the reactants [C:1]([O:5][C:6]([N:8]1[CH2:12][CH2:11][CH:10]([O:13][CH2:14][C:15]2[CH:20]=[CH:19][C:18]([N+:21]([O-])=O)=[CH:17][CH:16]=2)[CH2:9]1)=[O:7])([CH3:4])([CH3:3])[CH3:2], predict the reaction product. The product is: [C:1]([O:5][C:6]([N:8]1[CH2:12][CH2:11][CH:10]([O:13][CH2:14][C:15]2[CH:20]=[CH:19][C:18]([NH2:21])=[CH:17][CH:16]=2)[CH2:9]1)=[O:7])([CH3:4])([CH3:2])[CH3:3]. (6) Given the reactants Br[C:2]1[CH:7]=[C:6]([CH3:8])[CH:5]=[CH:4][C:3]=1[O:9][CH3:10].[CH:11]1[C:23]2[NH:22][C:21]3[C:16](=[CH:17][CH:18]=[CH:19][CH:20]=3)[C:15]=2[CH:14]=[CH:13][CH:12]=1.[O-]P([O-])([O-])=O.[K+].[K+].[K+].N[C@@H]1CCCC[C@H]1N, predict the reaction product. The product is: [CH3:10][O:9][C:3]1[CH:4]=[CH:5][C:6]([CH3:8])=[CH:7][C:2]=1[N:22]1[C:23]2[CH:11]=[CH:12][CH:13]=[CH:14][C:15]=2[C:16]2[C:21]1=[CH:20][CH:19]=[CH:18][CH:17]=2. (7) Given the reactants [CH3:1][C:2]1[CH:7]=[CH:6][C:5]([C:8]2[CH:13]=[C:12]([C:14]3[CH2:21][C:17]4([CH2:20][CH2:19][CH2:18]4)[O:16][N:15]=3)[CH:11]=[C:10]([C:22]([O:24]C(C)(C)C)=[O:23])[CH:9]=2)=[CH:4][CH:3]=1.Cl, predict the reaction product. The product is: [CH3:1][C:2]1[CH:3]=[CH:4][C:5]([C:8]2[CH:13]=[C:12]([C:14]3[CH2:21][C:17]4([CH2:18][CH2:19][CH2:20]4)[O:16][N:15]=3)[CH:11]=[C:10]([C:22]([OH:24])=[O:23])[CH:9]=2)=[CH:6][CH:7]=1. (8) Given the reactants [CH2:1]([N:5]([CH2:19][CH2:20][OH:21])[C:6](=[O:18])[CH2:7][CH2:8][O:9][CH2:10][CH2:11][C:12]1[CH:17]=[CH:16][CH:15]=[CH:14][CH:13]=1)[CH2:2][CH2:3][CH3:4].CC(OI1(OC(C)=O)(OC(C)=O)OC(=O)C2C=CC=CC1=2)=O, predict the reaction product. The product is: [CH2:1]([N:5]([CH2:19][CH:20]=[O:21])[C:6](=[O:18])[CH2:7][CH2:8][O:9][CH2:10][CH2:11][C:12]1[CH:13]=[CH:14][CH:15]=[CH:16][CH:17]=1)[CH2:2][CH2:3][CH3:4]. (9) Given the reactants [C:7](O[C:7](=[O:11])[C:8]([CH3:10])=[CH2:9])(=[O:11])[C:8]([CH3:10])=[CH2:9].C(C1C=C(C)C=C(C(C)(C)C)C=1O)(C)(C)C.COC1C=CC(O)=CC=1.CC1(C)[N:43]([O])[C:42](C)([CH3:45])[CH2:41]C(O)C1.C(N)(C)C, predict the reaction product. The product is: [CH:42]([NH:43][C:7](=[O:11])[C:8]([CH3:10])=[CH2:9])([CH3:45])[CH3:41]. (10) Given the reactants [AlH4-].[Li+].[CH2:3]([P:5]([CH2:12][CH:13]([CH3:16])[CH:14]=[O:15])(=[O:11])[O:6][CH2:7][CH2:8][CH2:9][CH3:10])[CH3:4].O, predict the reaction product. The product is: [CH2:3]([P:5]([CH2:12][CH:13]([CH3:16])[CH2:14][OH:15])(=[O:11])[O:6][CH2:7][CH2:8][CH2:9][CH3:10])[CH3:4].